This data is from Experimentally validated miRNA-target interactions with 360,000+ pairs, plus equal number of negative samples. The task is: Binary Classification. Given a miRNA mature sequence and a target amino acid sequence, predict their likelihood of interaction. (1) The miRNA is hsa-miR-5002-3p with sequence UGACUGCCUCACUGACCACUU. The protein sequence of the target gene is MPRKKAAAAAWEEPSSGNGTARAGPRKRGGPAGRKRERPERCSSSSGGGSSGDEDGLELDGAPGGGKRAARPATAGKAGGAAVVITEPEHTKERVKLEGSKCKGQLLIFGATNWDLIGRKEVPKQQAAYRNLGQNLWGPHRYGCLAGVRVRTVVSGSCAAHSLLITTEGKLWSWGRNEKGQLGHGDTKRVEAPRLIEGLSHEVIVSAACGRNHTLALTETGSVFAFGENKMGQLGLGNQTDAVPSPAQIMYNGQPITKMACGAEFSMIMDCKGNLYSFGCPEYGQLGHNSDGKFIARAQR.... Result: 0 (no interaction). (2) The miRNA is cel-miR-800-3p with sequence GCCAAACUCGGAAAUUGUCUGC. The protein sequence of the target gene is MLCLGWIFLWLVAGERIKGFNISGCSTKKLLWTYSTRSEEEFVLFCDLPEPQKSHFCHRNRLSPKQVPEHLPFMGSNDLSDVQWYQQPSNGDPLEDIRKSYPHIIQDKCTLHFLTPGVNNSGSYICRPKMIKSPYDVACCVKMILEVKPQTNASCEYSASHKQDLLLGSTGSISCPSLSCQSDAQSPAVTWYKNGKLLSVERSNRIVVDEVYDYHQGTYVCDYTQSDTVSSWTVRAVVQVRTIVGDTKLKPDILDPVEDTLEVELGKPLTISCKARFGFERVFNPVIKWYIKDSDLEWEV.... Result: 0 (no interaction). (3) Result: 1 (interaction). The miRNA is hsa-miR-5690 with sequence UCAGCUACUACCUCUAUUAGG. The protein sequence of the target gene is MEPLKFRDVAIEFSLEEWQCLDTIQQNLYRNVMLENYRNLVFLGIVVSKPDLITCLEQEKEPWTRKRHRMVAEPPVICSHFAQDFSPEQNIKDSFQKVTPRRYGKCEHENLQLSKSVDECKVQKGGYNGLNQCLPTTQSKIFQCDKYMKIFHKFSNLNGHKVRHTRKKPFKYKEFGKSFCIFSNLTQHKIICTRVNFYKCEDCGKAFNGSSIFTKHKRIHIGEKSYICEECGKACNQFTNLTTHKIIYTRDKLYKREECSKAFNLSSHITTHTIIHTGENPYKREECDKAFNQSLTLTTH.... (4) The protein sequence of the target gene is MWLVTFLLLLDSLHKARPEDVGTSLYFVNDSLQQVTFSSSVGVVVPCPAAGSPSAALRWYLATGDDIYDVPHIRHVHANGTLQLYPFSPSAFNSFIHDNDYFCTAENAAGKIRSPNIRVKAVFREPYTVRVEDQRSMRGNVAVFKCLIPSSVQEYVSVVSWEKDTVSIIPEHRFFITYHGGLYISDVQKEDALSTYRCITKHKYSGETRQSNGARLSVTDPAESIPTILDGFHSQEVWAGHTVELPCTASGYPIPAIRWLKDGRPLPADSRWTKRITGLTISDLRTEDSGTYICEVTNTF.... Result: 0 (no interaction). The miRNA is hsa-miR-6720-5p with sequence UUCCAGCCCUGGUAGGCGCCGCG. (5) The miRNA is mmu-miR-711 with sequence GGGACCCGGGGAGAGAUGUAAG. The protein sequence of the target gene is MSDVSTSVQSKFARLAKKKENITYMKREQLTETDKDIAPVLDLKCKDVSAIMNKFKVLMEIQDLMFEEMRETLKNDLKAVLGGKATIPEVKNSENSSSRTEFQQIINLALQKTGMVGKIEGENSKIGDDNENLTFKLEVNELSGKLDNTNEYNSNDGKKLPQGESRSYEVMGSMEETLCNIDDRDGNRNVHLEFTERESRKDGEDEFVKEMREERKFQKLKNKEEVLKASREEKVLMDEGAVLTLVADLSSATLDISKQWSNVFNILRENDFEPKFLCEVKLAFKCDGEIKTFSDLQSLR.... Result: 0 (no interaction).